From a dataset of Full USPTO retrosynthesis dataset with 1.9M reactions from patents (1976-2016). Predict the reactants needed to synthesize the given product. (1) Given the product [Cl:1][C:2]1[C:10]2[CH:9]=[C:8]([C:11](=[O:27])[CH:12]=[C:13]([C:19]3[CH:24]=[C:23]([Cl:25])[CH:22]=[C:21]([Cl:26])[CH:20]=3)[C:14]([F:15])([F:16])[F:17])[S:7][C:6]=2[CH:5]=[CH:4][CH:3]=1, predict the reactants needed to synthesize it. The reactants are: [Cl:1][C:2]1[C:10]2[CH:9]=[C:8]([C:11](=[O:27])[CH2:12][C:13]([C:19]3[CH:24]=[C:23]([Cl:25])[CH:22]=[C:21]([Cl:26])[CH:20]=3)(O)[C:14]([F:17])([F:16])[F:15])[S:7][C:6]=2[CH:5]=[CH:4][CH:3]=1.O=S(Cl)Cl.N1C=CC=CC=1. (2) Given the product [CH2:18]([O:17][C:6]1[CH:5]=[C:4]2[C:9]([C:10]([N:12]3[CH2:16][CH2:15][CH2:14][CH2:13]3)=[CH:11][C:2]([CH3:1])=[N:3]2)=[CH:8][CH:7]=1)[CH3:19], predict the reactants needed to synthesize it. The reactants are: [CH3:1][C:2]1[CH:11]=[C:10]([N:12]2[CH2:16][CH2:15][CH2:14][CH2:13]2)[C:9]2[C:4](=[CH:5][C:6]([OH:17])=[CH:7][CH:8]=2)[N:3]=1.[CH2:18](I)[CH3:19].